Dataset: Full USPTO retrosynthesis dataset with 1.9M reactions from patents (1976-2016). Task: Predict the reactants needed to synthesize the given product. Given the product [CH2:48]([N:52]([CH2:92][CH2:93][CH2:94][CH3:95])[C:53]([C:55]1[N:56]=[C:57]([C:68]2[CH:77]=[CH:76][C:71]([C:72]([OH:74])=[O:73])=[CH:70][C:69]=2[C:78]([N:80]2[C@H:89]([CH2:90][OH:91])[CH2:88][C:87]3[C:82](=[CH:83][CH:84]=[CH:85][CH:86]=3)[CH2:81]2)=[O:79])[N:58]([CH2:60][CH2:61][N:62]2[CH2:67][CH2:66][O:65][CH2:64][CH2:63]2)[CH:59]=1)=[O:54])[CH2:49][CH2:50][CH3:51], predict the reactants needed to synthesize it. The reactants are: C(N(CCCC)C(C1N=C(C2C=CC(C(O)=O)=CC=2C(N2[C@H](CO)CC3C(=CC=CC=3)C2)=O)N(CCC2C=CC=CC=2)C=1)=O)CCC.[CH2:48]([N:52]([CH2:92][CH2:93][CH2:94][CH3:95])[C:53]([C:55]1[N:56]=[C:57]([C:68]2[CH:77]=[CH:76][C:71]([C:72]([O:74]C)=[O:73])=[CH:70][C:69]=2[C:78]([N:80]2[C@H:89]([CH2:90][OH:91])[CH2:88][C:87]3[C:82](=[CH:83][CH:84]=[CH:85][CH:86]=3)[CH2:81]2)=[O:79])[N:58]([CH2:60][CH2:61][N:62]2[CH2:67][CH2:66][O:65][CH2:64][CH2:63]2)[CH:59]=1)=[O:54])[CH2:49][CH2:50][CH3:51].